Dataset: Full USPTO retrosynthesis dataset with 1.9M reactions from patents (1976-2016). Task: Predict the reactants needed to synthesize the given product. (1) Given the product [CH:1]1([CH:4]([C:11]2[CH:16]=[CH:15][CH:14]=[C:13]([CH2:17][N:18]([C:19]3[CH:24]=[CH:23][C:22]([C:25]4[CH:30]=[C:29]([O:31][CH3:32])[CH:28]=[CH:27][C:26]=4[F:33])=[C:21]([CH2:34][C:35]([CH3:37])([CH3:36])[CH3:38])[CH:20]=3)[CH2:45][C:46]([F:49])([F:48])[F:47])[CH:12]=2)[CH2:5][C:6]([O:8][CH2:9][CH3:10])=[O:7])[CH2:3][CH2:2]1, predict the reactants needed to synthesize it. The reactants are: [CH:1]1([CH:4]([C:11]2[CH:16]=[CH:15][CH:14]=[C:13]([CH2:17][NH:18][C:19]3[CH:24]=[CH:23][C:22]([C:25]4[CH:30]=[C:29]([O:31][CH3:32])[CH:28]=[CH:27][C:26]=4[F:33])=[C:21]([CH2:34][C:35]([CH3:38])([CH3:37])[CH3:36])[CH:20]=3)[CH:12]=2)[CH2:5][C:6]([O:8][CH2:9][CH3:10])=[O:7])[CH2:3][CH2:2]1.FC(F)(F)S(O[CH2:45][C:46]([F:49])([F:48])[F:47])(=O)=O.C(=O)([O-])[O-].[K+].[K+].O. (2) Given the product [Cl:1][C:2]1[C:7]([C:8]([CH3:10])=[CH2:9])=[CH:6][C:5]([NH:12][C:13](=[O:15])[CH3:14])=[C:4]([O:16][CH3:17])[CH:3]=1, predict the reactants needed to synthesize it. The reactants are: [Cl:1][C:2]1[C:7]([C:8](O)([CH3:10])[CH3:9])=[CH:6][C:5]([NH:12][C:13](=[O:15])[CH3:14])=[C:4]([O:16][CH3:17])[CH:3]=1.O=S(Cl)Cl. (3) Given the product [C:1]1([CH3:15])[CH:2]=[CH:3][C:4]([C:7]2[NH:11][N:10]=[C:9]([C:12]([O:14][CH3:21])=[O:13])[CH:8]=2)=[CH:5][CH:6]=1, predict the reactants needed to synthesize it. The reactants are: [C:1]1([CH3:15])[CH:6]=[CH:5][C:4]([C:7]2[NH:11][N:10]=[C:9]([C:12]([OH:14])=[O:13])[CH:8]=2)=[CH:3][CH:2]=1.S(=O)(=O)(O)O.[CH3:21]O. (4) The reactants are: [CH2:1]([N:3]([CH2:13][CH3:14])[C:4](=O)[C:5]1[CH:10]=[CH:9][CH:8]=[C:7]([F:11])[CH:6]=1)[CH3:2].COC1C=CC(P2(SP(C3C=CC(OC)=CC=3)(=S)S2)=[S:24])=CC=1. Given the product [CH2:1]([N:3]([CH2:13][CH3:14])[C:4](=[S:24])[C:5]1[CH:10]=[CH:9][CH:8]=[C:7]([F:11])[CH:6]=1)[CH3:2], predict the reactants needed to synthesize it. (5) Given the product [ClH:24].[C:1]([O:9][CH2:10][CH2:11][O:12][CH2:13][CH2:14][N:15]1[C:23]2[C:22]([NH:25][C:26]3[CH:54]=[CH:53][C:29]([O:30][C:31]4[CH:32]=[C:33]([CH:50]=[CH:51][CH:52]=4)[C:34]([OH:36])=[O:35])=[C:28]([Cl:55])[CH:27]=3)=[N:21][CH:20]=[N:19][C:18]=2[CH:17]=[CH:16]1)(=[O:8])[C:2]1[CH:7]=[CH:6][CH:5]=[CH:4][CH:3]=1, predict the reactants needed to synthesize it. The reactants are: [C:1]([O:9][CH2:10][CH2:11][O:12][CH2:13][CH2:14][N:15]1[C:23]2[C:22]([Cl:24])=[N:21][CH:20]=[N:19][C:18]=2[CH:17]=[CH:16]1)(=[O:8])[C:2]1[CH:7]=[CH:6][CH:5]=[CH:4][CH:3]=1.[NH2:25][C:26]1[CH:54]=[CH:53][C:29]([O:30][C:31]2[CH:32]=[C:33]([CH:50]=[CH:51][CH:52]=2)[C:34]([O:36]C(C2C=CC=CC=2)C2C=CC=CC=2)=[O:35])=[C:28]([Cl:55])[CH:27]=1.C(=O)([O-])O.[Na+]. (6) Given the product [C:1]([O:5][C:6](=[O:7])[NH:8][C@@H:9]([CH2:10][SH:11])[CH2:12][OH:13])([CH3:4])([CH3:2])[CH3:3], predict the reactants needed to synthesize it. The reactants are: [C:1]([O:5][C:6]([NH:8][C@H:9]([C:12](OC)=[O:13])[CH2:10][SH:11])=[O:7])([CH3:4])([CH3:3])[CH3:2].[H-].[H-].[H-].[H-].[Li+].[Al+3].